This data is from Reaction yield outcomes from USPTO patents with 853,638 reactions. The task is: Predict the reaction yield, written as a fraction of the theoretical maximum amount of product (1.0 means a 100% yield; for example, 0.34 means a 34% yield). (1) The reactants are Cl[CH2:2][C:3]([NH:5][C:6]1[CH:19]=[CH:18][C:17]2[NH:16][C:15](=[O:20])[C:14]3[C:9](=[CH:10][CH:11]=[CH:12][CH:13]=3)[C:8]=2[CH:7]=1)=[O:4].Cl.[C:22]([O:26][C:27](=[O:36])[NH:28][CH2:29][CH2:30][CH2:31][CH2:32][CH2:33][CH2:34][NH2:35])([CH3:25])([CH3:24])[CH3:23].C(N(CC)CC)C. The catalyst is CN(C)C=O.ClCCl. The product is [C:22]([O:26][C:27](=[O:36])[NH:28][CH2:29][CH2:30][CH2:31][CH2:32][CH2:33][CH2:34][NH:35][CH2:2][C:3](=[O:4])[NH:5][C:6]1[CH:19]=[CH:18][C:17]2[NH:16][C:15](=[O:20])[C:14]3[C:9](=[CH:10][CH:11]=[CH:12][CH:13]=3)[C:8]=2[CH:7]=1)([CH3:25])([CH3:23])[CH3:24]. The yield is 0.470. (2) The reactants are [F:1][C:2]([F:10])([F:9])[C:3](=O)[CH2:4][C:5](=O)[CH3:6].[NH2:11]/[C:12](/[CH3:18])=[CH:13]\[C:14]([O:16][CH3:17])=[O:15]. The catalyst is C(#N)C. The product is [CH3:18][C:12]1[C:13]([C:14]([O:16][CH3:17])=[O:15])=[C:3]([C:2]([F:10])([F:9])[F:1])[CH:4]=[C:5]([CH3:6])[N:11]=1. The yield is 0.710. (3) The reactants are [NH2:1][C:2]1[C:3]([Cl:23])=[C:4]2[C:8](=[CH:9][C:10]=1[N+:11]([O-])=O)[C:7](=[O:14])[N:6]([CH:15]1[CH2:20][CH2:19][N:18]([CH3:21])[CH2:17][CH2:16]1)[C:5]2=[O:22].CC(O)C.Cl.CO. The catalyst is O1CCOCC1.[Pd]. The product is [NH2:1][C:2]1[C:3]([Cl:23])=[C:4]2[C:8](=[CH:9][C:10]=1[NH2:11])[C:7](=[O:14])[N:6]([CH:15]1[CH2:16][CH2:17][N:18]([CH3:21])[CH2:19][CH2:20]1)[C:5]2=[O:22]. The yield is 0.0600.